This data is from Forward reaction prediction with 1.9M reactions from USPTO patents (1976-2016). The task is: Predict the product of the given reaction. (1) Given the reactants [NH2:1][C:2]1[CH:9]=[C:8]([Cl:10])[CH:7]=[CH:6][C:3]=1[CH:4]=O.[NH2:11][C:12](N)=[O:13], predict the reaction product. The product is: [Cl:10][C:8]1[CH:9]=[C:2]2[C:3]([CH:4]=[N:11][C:12]([OH:13])=[N:1]2)=[CH:6][CH:7]=1. (2) Given the reactants [NH2:1][CH2:2][CH:3]1[CH2:8][CH2:7][N:6]([C:9]([C:11]2[CH:16]=[CH:15][C:14]([C:17]3[CH:18]=[CH:19][C:20]4[N:21]([C:23]([C:26]5[CH:33]=[CH:32][C:29]([C:30]#[N:31])=[CH:28][CH:27]=5)=[CH:24][N:25]=4)[N:22]=3)=[CH:13][CH:12]=2)=[O:10])[CH2:5][CH2:4]1.[C:34](OC(=O)C)(=[O:36])[CH3:35].C(N(CC)CC)C, predict the reaction product. The product is: [C:30]([C:29]1[CH:28]=[CH:27][C:26]([C:23]2[N:21]3[N:22]=[C:17]([C:14]4[CH:15]=[CH:16][C:11]([C:9]([N:6]5[CH2:5][CH2:4][CH:3]([CH2:2][NH:1][C:34](=[O:36])[CH3:35])[CH2:8][CH2:7]5)=[O:10])=[CH:12][CH:13]=4)[CH:18]=[CH:19][C:20]3=[N:25][CH:24]=2)=[CH:33][CH:32]=1)#[N:31]. (3) Given the reactants [CH2:1]([C:3]1[N:13](CC2C=CC3/C(=C(\C)/C#N)/C4C=CC=CC=4OCC=3C=2)[C:6]2=[N:7][C:8]([CH3:12])=[CH:9][C:10]([CH3:11])=[C:5]2[N:4]=1)[CH3:2].OCC1C=CC2/C(=C(\C)/C#N)/C3C=CC=CC=3OCC=2C=1, predict the reaction product. The product is: [CH2:1]([C:3]1[NH:13][C:6]2=[N:7][C:8]([CH3:12])=[CH:9][C:10]([CH3:11])=[C:5]2[N:4]=1)[CH3:2].